Dataset: HIV replication inhibition screening data with 41,000+ compounds from the AIDS Antiviral Screen. Task: Binary Classification. Given a drug SMILES string, predict its activity (active/inactive) in a high-throughput screening assay against a specified biological target. (1) The drug is Cc1c(CN2CCOCC2)cc(C(C)C)c(O)c1CN1CCOCC1. The result is 0 (inactive). (2) The drug is CCOC(=O)C(C#N)=Cc1ccc2c(-c3c(OCC)ccc4cc(C=C(C#N)C(=O)OCC)ccc34)c(OCC)ccc2c1. The result is 0 (inactive).